This data is from Forward reaction prediction with 1.9M reactions from USPTO patents (1976-2016). The task is: Predict the product of the given reaction. (1) Given the reactants Cl[C:2]1[N:7]=[C:6]([N:8]2[CH2:12][CH2:11][C:10]([CH2:15][CH3:16])([C:13]#[N:14])[C:9]2=[O:17])[CH:5]=[CH:4][N:3]=1.[N:18]1([C:24]2[CH:30]=[CH:29][C:27]([NH2:28])=[CH:26][CH:25]=2)[CH2:23][CH2:22][O:21][CH2:20][CH2:19]1.C(O)(=O)C, predict the reaction product. The product is: [CH2:15]([C:10]1([C:13]#[N:14])[CH2:11][CH2:12][N:8]([C:6]2[CH:5]=[CH:4][N:3]=[C:2]([NH:28][C:27]3[CH:26]=[CH:25][C:24]([N:18]4[CH2:23][CH2:22][O:21][CH2:20][CH2:19]4)=[CH:30][CH:29]=3)[N:7]=2)[C:9]1=[O:17])[CH3:16]. (2) Given the reactants C(=O)([O-])[O-].[K+].[K+].[OH:7][C:8]1[CH:13]=[CH:12][C:11]([CH2:14][C:15]#[N:16])=[CH:10][CH:9]=1.[CH2:17](Br)[C:18]1[CH:23]=[CH:22][CH:21]=[CH:20][CH:19]=1, predict the reaction product. The product is: [CH2:17]([O:7][C:8]1[CH:13]=[CH:12][C:11]([CH2:14][C:15]#[N:16])=[CH:10][CH:9]=1)[C:18]1[CH:23]=[CH:22][CH:21]=[CH:20][CH:19]=1. (3) Given the reactants [C:1]([O:5][C:6]([N:8]1[CH:13]([CH2:14][OH:15])[CH2:12][CH:11]2[CH:9]1[CH2:10]2)=[O:7])([CH3:4])([CH3:3])[CH3:2].C(N(CC)CC)C.[CH3:23][S:24](Cl)(=[O:26])=[O:25], predict the reaction product. The product is: [C:1]([O:5][C:6]([N:8]1[CH:13]([CH2:14][O:15][S:24]([CH3:23])(=[O:26])=[O:25])[CH2:12][CH:11]2[CH:9]1[CH2:10]2)=[O:7])([CH3:4])([CH3:3])[CH3:2]. (4) Given the reactants FC1C=CC(N2C(C=O)=CN=C2S)=CC=1.[F:16][C:17]1[CH:22]=[CH:21][C:20]([N:23]2[C:27]([C:28](N(OC)C)=[O:29])=[CH:26][N:25]=[C:24]2[S:34][CH2:35][C:36]2[C:41]([F:42])=[CH:40][CH:39]=[C:38]([F:43])[C:37]=2[F:44])=[CH:19][CH:18]=1.[H-].C([Al+]CC(C)C)C(C)C, predict the reaction product. The product is: [F:16][C:17]1[CH:22]=[CH:21][C:20]([N:23]2[C:27]([CH:28]=[O:29])=[CH:26][N:25]=[C:24]2[S:34][CH2:35][C:36]2[C:41]([F:42])=[CH:40][CH:39]=[C:38]([F:43])[C:37]=2[F:44])=[CH:19][CH:18]=1. (5) Given the reactants [Br:1][C:2]1[CH:11]=[C:10]2[C:5]([CH:6]=[CH:7][N:8]=[C:9]2[O:12][C@H:13]2[CH2:17][N:16]([C:18](=[O:35])[C@@H:19]([NH:27][C:28]([O:30][C:31]([CH3:34])([CH3:33])[CH3:32])=[O:29])[CH2:20][CH2:21][CH2:22][CH2:23][CH2:24][CH:25]=[CH2:26])[C@H:15]([C:36](O)=[O:37])[CH2:14]2)=[CH:4][C:3]=1[O:39][CH3:40].CC[N:43](C(C)C)C(C)C.CN(C(ON1N=N[C:60]2[CH:61]=[CH:62]C=N[C:59]1=2)=[N+](C)C)C.F[P-](F)(F)(F)(F)F.[CH3:74][CH2:75][O:76][C:77]([CH3:79])=[O:78], predict the reaction product. The product is: [Br:1][C:2]1[CH:11]=[C:10]2[C:5]([CH:6]=[CH:7][N:8]=[C:9]2[O:12][C@H:13]2[CH2:17][N:16]([C:18](=[O:35])[C@@H:19]([NH:27][C:28]([O:30][C:31]([CH3:32])([CH3:34])[CH3:33])=[O:29])[CH2:20][CH2:21][CH2:22][CH2:23][CH2:24][CH:25]=[CH2:26])[C@H:15]([C:36]([NH:43][C@:79]3([C:77]([O:76][CH2:75][CH3:74])=[O:78])[CH2:62][C@H:61]3[CH:60]=[CH2:59])=[O:37])[CH2:14]2)=[CH:4][C:3]=1[O:39][CH3:40]. (6) The product is: [CH3:4][C:5]([C:25]1[CH:26]=[CH:27][C:28]([C:29]2[O:30][C:41]([NH2:40])=[N:3][N:2]=2)=[CH:33][CH:34]=1)([C:9]1[CH:10]=[CH:11][C:12]([O:15][C:16]([CH3:17])([C:18]2[CH:23]=[CH:22][CH:21]=[CH:20][N:19]=2)[CH3:24])=[CH:13][CH:14]=1)[CH:6]([CH3:8])[CH3:7]. Given the reactants O.[NH2:2][NH2:3].[CH3:4][C:5]([C:25]1[CH:34]=[CH:33][C:28]([C:29](OC)=[O:30])=[CH:27][CH:26]=1)([C:9]1[CH:14]=[CH:13][C:12]([O:15][C:16]([CH3:24])([C:18]2[CH:23]=[CH:22][CH:21]=[CH:20][N:19]=2)[CH3:17])=[CH:11][CH:10]=1)[CH:6]([CH3:8])[CH3:7].C(=O)(O)[O-].[Na+].[N:40]#[C:41]Br, predict the reaction product. (7) Given the reactants [NH2:1][C:2]1[N:7]=[CH:6][N:5]=[C:4]2[N:8]([CH:12]([C:14]3[O:15][C:16]4[C:21]([C:22](=[O:31])[C:23]=3[C:24]3[CH:29]=[CH:28][CH:27]=[C:26]([F:30])[CH:25]=3)=[CH:20][CH:19]=[CH:18][CH:17]=4)[CH3:13])[N:9]=[C:10](I)[C:3]=12.[OH:32][CH2:33][C:34]1[CH:39]=[CH:38][CH:37]=[CH:36][C:35]=1B(O)O.C(=O)([O-])[O-].[Na+].[Na+].ClCCl, predict the reaction product. The product is: [NH2:1][C:2]1[N:7]=[CH:6][N:5]=[C:4]2[N:8]([CH:12]([C:14]3[O:15][C:16]4[C:21]([C:22](=[O:31])[C:23]=3[C:24]3[CH:29]=[CH:28][CH:27]=[C:26]([F:30])[CH:25]=3)=[CH:20][CH:19]=[CH:18][CH:17]=4)[CH3:13])[N:9]=[C:10]([C:35]3[CH:36]=[CH:37][CH:38]=[CH:39][C:34]=3[CH2:33][OH:32])[C:3]=12.